Dataset: Full USPTO retrosynthesis dataset with 1.9M reactions from patents (1976-2016). Task: Predict the reactants needed to synthesize the given product. (1) The reactants are: [CH:1]1([NH2:4])[CH2:3][CH2:2]1.[Cl:5][C:6]1[CH:7]=[C:8]([CH:12]=[CH:13][C:14]=1[F:15])[C:9](O)=[O:10]. Given the product [Cl:5][C:6]1[CH:7]=[C:8]([CH:12]=[CH:13][C:14]=1[F:15])[C:9]([NH:4][CH:1]1[CH2:3][CH2:2]1)=[O:10], predict the reactants needed to synthesize it. (2) Given the product [Cl:18][C:17]1[CH:16]=[CH:15][C:14]([NH:19][C:30]([NH:29][C:23]2[CH:24]=[CH:25][CH:26]=[C:27]([Cl:28])[C:22]=2[Cl:21])=[O:31])=[C:13]([OH:20])[C:12]=1[S:9]([NH:8][CH:5]([CH3:7])[CH3:6])(=[O:11])=[O:10], predict the reactants needed to synthesize it. The reactants are: NC(N)=O.[CH:5]([NH:8][S:9]([C:12]1[C:17]([Cl:18])=[CH:16][CH:15]=[C:14]([NH2:19])[C:13]=1[OH:20])(=[O:11])=[O:10])([CH3:7])[CH3:6].[Cl:21][C:22]1[C:27]([Cl:28])=[CH:26][CH:25]=[CH:24][C:23]=1[N:29]=[C:30]=[O:31]. (3) Given the product [CH2:22]([C:11]1[C:12]([CH3:21])=[N:13][N:14]([C:15]2[CH:20]=[CH:19][CH:18]=[CH:17][CH:16]=2)[C:10]=1[S:9][C:4]1[CH:3]=[C:2]([Cl:1])[CH:7]=[C:6]([Cl:8])[CH:5]=1)[C:24]1[CH:25]=[CH:26][CH:27]=[CH:28][CH:29]=1, predict the reactants needed to synthesize it. The reactants are: [Cl:1][C:2]1[CH:3]=[C:4]([S:9][C:10]2[N:14]([C:15]3[CH:20]=[CH:19][CH:18]=[CH:17][CH:16]=3)[N:13]=[C:12]([CH3:21])[C:11]=2[CH:22]([C:24]2[CH:29]=[CH:28][CH:27]=[CH:26][CH:25]=2)O)[CH:5]=[C:6]([Cl:8])[CH:7]=1.C([SiH](CC)CC)C. (4) Given the product [CH:64]1([CH2:70][C@@H:71]([C:73]([O:75][CH3:76])=[O:74])[NH:72][C:14]([C:12]2[S:13][C:9]([C:6]3[CH:7]=[CH:8][C:3]([O:2][CH3:1])=[CH:4][CH:5]=3)=[CH:10][C:11]=2[NH:17][C:18]([NH:20][C:21]2[C:22]([CH3:29])=[CH:23][C:24]([CH3:28])=[CH:25][C:26]=2[CH3:27])=[O:19])=[O:15])[CH2:69][CH2:68][CH2:67][CH2:66][CH2:65]1, predict the reactants needed to synthesize it. The reactants are: [CH3:1][O:2][C:3]1[CH:8]=[CH:7][C:6]([C:9]2[S:13][C:12]([C:14](O)=[O:15])=[C:11]([NH:17][C:18]([NH:20][C:21]3[C:26]([CH3:27])=[CH:25][C:24]([CH3:28])=[CH:23][C:22]=3[CH3:29])=[O:19])[CH:10]=2)=[CH:5][CH:4]=1.CN(C(ON1N=NC2C=CC=NC1=2)=[N+](C)C)C.F[P-](F)(F)(F)(F)F.CCN(C(C)C)C(C)C.Cl.[CH:64]1([CH2:70][C@@H:71]([C:73]([O:75][CH3:76])=[O:74])[NH2:72])[CH2:69][CH2:68][CH2:67][CH2:66][CH2:65]1. (5) Given the product [CH3:27][C:24]1[N:23]=[C:22]([C:14]2[C:15]3[CH2:21][CH2:20][CH2:19][CH2:18][C:16]=3[S:17][C:13]=2[NH:12][C:11]([C:9]23[CH2:10][C:5]2([C:3]([OH:4])=[O:2])[CH2:6][CH2:7][CH2:8]3)=[O:28])[O:26][N:25]=1, predict the reactants needed to synthesize it. The reactants are: C[O:2][C:3]([C:5]12[CH2:10][C:9]1([C:11](=[O:28])[NH:12][C:13]1[S:17][C:16]3[CH2:18][CH2:19][CH2:20][CH2:21][C:15]=3[C:14]=1[C:22]1[O:26][N:25]=[C:24]([CH3:27])[N:23]=1)[CH2:8][CH2:7][CH2:6]2)=[O:4].O.Cl.CCOC(C)=O. (6) Given the product [NH2:6][CH:7]([C:15]1[C:24]2[C:19](=[CH:20][CH:21]=[CH:22][CH:23]=2)[CH:18]=[CH:17][C:16]=1[O:25][CH3:26])[CH2:8][CH2:9][CH2:10][C:11]([O:13][CH3:14])=[O:12], predict the reactants needed to synthesize it. The reactants are: CC(C)(S([NH:6][CH:7]([C:15]1[C:24]2[C:19](=[CH:20][CH:21]=[CH:22][CH:23]=2)[CH:18]=[CH:17][C:16]=1[O:25][CH3:26])[CH2:8][CH2:9][CH2:10][C:11]([O:13][CH3:14])=[O:12])=O)C.Cl.O1CCOCC1. (7) Given the product [C:2]([O:6][CH2:7][CH2:8][NH:9][C:10]1[C:15]([C:16]#[N:17])=[CH:14][N:13]=[C:12]([NH:18][C:19]([N:21]2[C:30]3[C:25](=[CH:26][C:27]([CH2:36][N:37]4[CH2:42][CH2:41][N:40]([CH3:43])[CH2:39][C:38]4=[O:44])=[C:28]([CH:31]=[O:32])[N:29]=3)[CH2:24][CH2:23][CH2:22]2)=[O:20])[CH:11]=1)([CH3:5])([CH3:4])[CH3:3], predict the reactants needed to synthesize it. The reactants are: Cl.[C:2]([O:6][CH2:7][CH2:8][NH:9][C:10]1[C:15]([C:16]#[N:17])=[CH:14][N:13]=[C:12]([NH:18][C:19]([N:21]2[C:30]3[C:25](=[CH:26][C:27]([CH2:36][N:37]4[CH2:42][CH2:41][N:40]([CH3:43])[CH2:39][C:38]4=[O:44])=[C:28]([CH:31](OC)[O:32]C)[N:29]=3)[CH2:24][CH2:23][CH2:22]2)=[O:20])[CH:11]=1)([CH3:5])([CH3:4])[CH3:3].C([O-])(O)=O.[Na+]. (8) Given the product [CH3:1][N:2]1[C:7]([CH3:9])([CH3:8])[CH:6]=[C:5]([C:16]2[CH:17]=[CH:18][C:13]([OH:19])=[CH:14][CH:15]=2)[CH2:4][C:3]1([CH3:12])[CH3:11], predict the reactants needed to synthesize it. The reactants are: [CH3:1][N:2]1[C:7]([CH3:9])([CH3:8])[CH2:6][C:5](=O)[CH2:4][C:3]1([CH3:12])[CH3:11].[C:13]1([OH:19])[CH:18]=[CH:17][CH:16]=[CH:15][CH:14]=1.Cl.[OH-].[NH4+]. (9) Given the product [NH2:1][C:2]1[N:3]=[C:4]([N:20]2[CH2:25][CH2:24][N:23]([S:42]([CH2:41][C:35]3[CH:40]=[CH:39][CH:38]=[CH:37][CH:36]=3)(=[O:44])=[O:43])[CH2:22][CH2:21]2)[C:5]2[N:10]=[C:9]([CH2:11][CH2:12][C:13]3[CH:18]=[CH:17][C:16]([F:19])=[CH:15][CH:14]=3)[S:8][C:6]=2[N:7]=1, predict the reactants needed to synthesize it. The reactants are: [NH2:1][C:2]1[N:3]=[C:4]([N:20]2[CH2:25][CH2:24][NH:23][CH2:22][CH2:21]2)[C:5]2[N:10]=[C:9]([CH2:11][CH2:12][C:13]3[CH:18]=[CH:17][C:16]([F:19])=[CH:15][CH:14]=3)[S:8][C:6]=2[N:7]=1.C(N(C(C)C)CC)(C)C.[C:35]1([CH2:41][S:42](Cl)(=[O:44])=[O:43])[CH:40]=[CH:39][CH:38]=[CH:37][CH:36]=1. (10) The reactants are: Cl[C:2]1[CH:11]=[CH:10][N:9]=[C:8]2[C:3]=1[CH:4]=[CH:5][C:6]([C:12]1[C:17]([CH3:18])=[CH:16][C:15]([F:19])=[CH:14][N:13]=1)=[N:7]2.[NH2:20][C:21]1[N:26]=[CH:25][C:24]([C:27]([F:30])([F:29])[F:28])=[CH:23][N:22]=1.CC1(C)C2C(=C(P(C3C=CC=CC=3)C3C=CC=CC=3)C=CC=2)OC2C(P(C3C=CC=CC=3)C3C=CC=CC=3)=CC=CC1=2.C([O-])([O-])=O.[Cs+].[Cs+]. Given the product [F:19][C:15]1[CH:16]=[C:17]([CH3:18])[C:12]([C:6]2[N:7]=[C:8]3[C:3]([C:2]([NH:20][C:21]4[N:22]=[CH:23][C:24]([C:27]([F:30])([F:28])[F:29])=[CH:25][N:26]=4)=[CH:11][CH:10]=[N:9]3)=[CH:4][CH:5]=2)=[N:13][CH:14]=1, predict the reactants needed to synthesize it.